Dataset: Catalyst prediction with 721,799 reactions and 888 catalyst types from USPTO. Task: Predict which catalyst facilitates the given reaction. Reactant: C(OC(=O)[NH:7][C@H:8]1[CH2:14][N:13]([C:15](=[O:23])[CH2:16][C:17]2[CH:18]=[N:19][CH:20]=[CH:21][CH:22]=2)[C:12]2[CH:24]=[CH:25][CH:26]=[CH:27][C:11]=2[NH:10][C:9]1=[O:28])(C)(C)C.CO.[ClH:32]. Product: [ClH:32].[NH2:7][C@@H:8]1[C:9](=[O:28])[NH:10][C:11]2[CH:27]=[CH:26][CH:25]=[CH:24][C:12]=2[N:13]([C:15](=[O:23])[CH2:16][C:17]2[CH:18]=[N:19][CH:20]=[CH:21][CH:22]=2)[CH2:14]1. The catalyst class is: 12.